Task: Predict the reaction yield, written as a fraction of the theoretical maximum amount of product (1.0 means a 100% yield; for example, 0.34 means a 34% yield).. Dataset: Reaction yield outcomes from USPTO patents with 853,638 reactions (1) The reactants are [Cl:1][C:2]1[CH:3]=[C:4]([NH:9][C:10]([NH2:12])=[S:11])[CH:5]=[C:6]([Cl:8])[CH:7]=1.[C:13]([CH2:15][C:16](OCC)=[O:17])#[N:14].S(=O)(=O)(O)O. The catalyst is C(O)C.[O-]CC.[Na+].O. The product is [NH2:14][C:13]1[N:9]([C:4]2[CH:3]=[C:2]([Cl:1])[CH:7]=[C:6]([Cl:8])[CH:5]=2)[C:10](=[S:11])[NH:12][C:16](=[O:17])[CH:15]=1. The yield is 0.750. (2) The reactants are C(=O)([O-])[O-].[K+].[K+].[OH:7][C:8]1[CH:12]=[C:11]([CH3:13])[NH:10][N:9]=1.[Cl:14][C:15]1[CH:16]=[C:17]([C:23]([F:26])([F:25])[F:24])[CH:18]=[C:19]([Cl:22])[C:20]=1F.Cl. The catalyst is CN(C=O)C. The product is [Cl:14][C:15]1[CH:16]=[C:17]([C:23]([F:24])([F:25])[F:26])[CH:18]=[C:19]([Cl:22])[C:20]=1[O:7][C:8]1[CH:12]=[C:11]([CH3:13])[NH:10][N:9]=1. The yield is 0.540. (3) The reactants are C(OC(=O)N=NC(OC(C)(C)C)=O)(C)(C)C.[Si:17]([O:34][C@H:35]([CH2:45][CH2:46]O)[C:36]([NH:38][C:39]1[CH:44]=[CH:43][CH:42]=[CH:41][CH:40]=1)=[O:37])([C:30]([CH3:33])([CH3:32])[CH3:31])([C:24]1[CH:29]=[CH:28][CH:27]=[CH:26][CH:25]=1)[C:18]1[CH:23]=[CH:22][CH:21]=[CH:20][CH:19]=1. The catalyst is C1COCC1. The product is [Si:17]([O:34][C@@H:35]1[CH2:45][CH2:46][N:38]([C:39]2[CH:40]=[CH:41][CH:42]=[CH:43][CH:44]=2)[C:36]1=[O:37])([C:30]([CH3:33])([CH3:32])[CH3:31])([C:24]1[CH:25]=[CH:26][CH:27]=[CH:28][CH:29]=1)[C:18]1[CH:23]=[CH:22][CH:21]=[CH:20][CH:19]=1. The yield is 0.960. (4) The reactants are [Cl-].O[NH3+:3].[C:4](=[O:7])([O-])[OH:5].[Na+].CS(C)=O.[N:13]1([CH2:18][CH2:19][O:20][C@H:21]2[CH2:26][CH2:25][C@H:24]([N:27]3[C:32](=[O:33])[C:31]([CH2:34][C:35]4[CH:40]=[CH:39][C:38]([C:41]5[C:42]([C:47]#[N:48])=[CH:43][CH:44]=[CH:45][CH:46]=5)=[CH:37][CH:36]=4)=[C:30]([CH2:49][CH2:50][CH3:51])[N:29]4[N:52]=[CH:53][N:54]=[C:28]34)[CH2:23][CH2:22]2)[CH:17]=[CH:16][N:15]=[CH:14]1. The catalyst is C(OCC)(=O)C. The product is [N:13]1([CH2:18][CH2:19][O:20][C@H:21]2[CH2:26][CH2:25][C@H:24]([N:27]3[C:32](=[O:33])[C:31]([CH2:34][C:35]4[CH:40]=[CH:39][C:38]([C:41]5[CH:46]=[CH:45][CH:44]=[CH:43][C:42]=5[C:47]5[NH:3][C:4](=[O:7])[O:5][N:48]=5)=[CH:37][CH:36]=4)=[C:30]([CH2:49][CH2:50][CH3:51])[N:29]4[N:52]=[CH:53][N:54]=[C:28]34)[CH2:23][CH2:22]2)[CH:17]=[CH:16][N:15]=[CH:14]1. The yield is 0.330. (5) The reactants are [NH2:1][C:2]1[C:10]([N+:11]([O-:13])=[O:12])=[CH:9][CH:8]=[CH:7][C:3]=1[C:4](O)=[O:5].S(Cl)(Cl)=O.[OH-].[NH4+:19].O. The catalyst is C(COC)OC. The product is [NH2:1][C:2]1[C:10]([N+:11]([O-:13])=[O:12])=[CH:9][CH:8]=[CH:7][C:3]=1[C:4]([NH2:19])=[O:5]. The yield is 0.890.